This data is from Catalyst prediction with 721,799 reactions and 888 catalyst types from USPTO. The task is: Predict which catalyst facilitates the given reaction. Reactant: [C:1]([CH2:4][C:5](=[O:7])[CH3:6])(=[O:3])[CH3:2].[H-].[Na+].[C:10]([O:14][C:15]([N:17]1[C:21]2=[N:22][CH:23]=[CH:24][CH:25]=[C:20]2[C:19]([CH2:26]Cl)=[CH:18]1)=[O:16])([CH3:13])([CH3:12])[CH3:11].O. Product: [C:10]([O:14][C:15]([N:17]1[C:21]2=[N:22][CH:23]=[CH:24][CH:25]=[C:20]2[C:19]([CH2:26][CH:4]([C:5](=[O:7])[CH3:6])[C:1](=[O:3])[CH3:2])=[CH:18]1)=[O:16])([CH3:13])([CH3:12])[CH3:11]. The catalyst class is: 16.